From a dataset of Reaction yield outcomes from USPTO patents with 853,638 reactions. Predict the reaction yield, written as a fraction of the theoretical maximum amount of product (1.0 means a 100% yield; for example, 0.34 means a 34% yield). The reactants are Cl[C:2]1[C:11]2[C:6](=[CH:7][C:8]([NH:15][CH2:16][CH3:17])=[C:9]([N+:12]([O-:14])=[O:13])[CH:10]=2)[N:5]=[CH:4][N:3]=1.C(N(CC)CC)C.[NH2:25][C:26]1[CH:33]=[CH:32][CH:31]=[CH:30][C:27]=1[CH2:28][NH2:29]. The catalyst is O1CCCC1. The product is [NH2:25][C:26]1[CH:33]=[CH:32][CH:31]=[CH:30][C:27]=1[CH2:28][NH:29][C:2]1[C:11]2[C:6](=[CH:7][C:8]([NH:15][CH2:16][CH3:17])=[C:9]([N+:12]([O-:14])=[O:13])[CH:10]=2)[N:5]=[CH:4][N:3]=1. The yield is 0.780.